This data is from Reaction yield outcomes from USPTO patents with 853,638 reactions. The task is: Predict the reaction yield, written as a fraction of the theoretical maximum amount of product (1.0 means a 100% yield; for example, 0.34 means a 34% yield). (1) The reactants are [C:1]([O:5][C:6](=[O:22])[C:7]1[CH:12]=[CH:11][C:10](/[CH:13]=[CH:14]/[CH:15]=[CH:16]/[C:17]([O:19][CH3:20])=[O:18])=[C:9]([CH3:21])[CH:8]=1)([CH3:4])([CH3:3])[CH3:2]. The catalyst is CO.[Pd]. The product is [C:1]([O:5][C:6](=[O:22])[C:7]1[CH:12]=[CH:11][C:10]([CH2:13][CH2:14][CH2:15][CH2:16][C:17]([O:19][CH3:20])=[O:18])=[C:9]([CH3:21])[CH:8]=1)([CH3:3])([CH3:4])[CH3:2]. The yield is 0.920. (2) The reactants are [Cl-].O[NH3+:3].[C:4](=[O:7])([O-])[OH:5].[Na+].CS(C)=O.[CH3:13][C:14]1([CH3:49])[CH2:18][C:17]2[CH:19]=[C:20]([N:23]3[C:28](=[O:29])[C:27]([CH2:30][C:31]4[CH:36]=[CH:35][C:34]([C:37]5[C:38]([C:43]#[N:44])=[CH:39][CH:40]=[CH:41][CH:42]=5)=[CH:33][CH:32]=4)=[C:26]([CH2:45][CH2:46][CH3:47])[N:25]=[C:24]3[CH3:48])[CH:21]=[CH:22][C:16]=2[O:15]1. The catalyst is O.C(OCC)(=O)C. The product is [CH3:13][C:14]1([CH3:49])[CH2:18][C:17]2[CH:19]=[C:20]([N:23]3[C:28](=[O:29])[C:27]([CH2:30][C:31]4[CH:36]=[CH:35][C:34]([C:37]5[CH:42]=[CH:41][CH:40]=[CH:39][C:38]=5[C:43]5[NH:3][C:4](=[O:7])[O:5][N:44]=5)=[CH:33][CH:32]=4)=[C:26]([CH2:45][CH2:46][CH3:47])[N:25]=[C:24]3[CH3:48])[CH:21]=[CH:22][C:16]=2[O:15]1. The yield is 0.760. (3) The reactants are [NH:1]1[CH2:6][CH2:5][CH:4]([CH2:7][CH2:8][OH:9])[CH2:3][CH2:2]1.[CH:10](O)=O.C=O. The catalyst is O. The product is [CH3:10][N:1]1[CH2:6][CH2:5][CH:4]([CH2:7][CH2:8][OH:9])[CH2:3][CH2:2]1. The yield is 1.29. (4) The reactants are [C:1]1([C:16]2[CH:21]=[CH:20][CH:19]=[CH:18][CH:17]=2)[CH:6]=[CH:5][CH:4]=[CH:3][C:2]=1[C:7]1[CH:15]=[CH:14][CH:13]=[C:12]2[C:8]=1[CH:9]=[CH:10][NH:11]2.C([OH:24])C.C(O)(=O)C.[Br-].[Br-].[Br-].[NH+]1C=CC=CC=1.[NH+]1C=CC=CC=1.[NH+]1C=CC=CC=1. The catalyst is CC(O)(C)C.[Zn]. The product is [C:1]1([C:16]2[CH:17]=[CH:18][CH:19]=[CH:20][CH:21]=2)[CH:6]=[CH:5][CH:4]=[CH:3][C:2]=1[C:7]1[CH:15]=[CH:14][CH:13]=[C:12]2[C:8]=1[CH2:9][C:10](=[O:24])[NH:11]2. The yield is 0.740. (5) The reactants are Br[CH:2]1[CH2:8][CH2:7][CH2:6][CH2:5][O:4][C:3]1=[O:9].[Cl:10][C:11]1[C:12]([C:17]([F:20])([F:19])[F:18])=[N:13][NH:14][C:15]=1[CH3:16].C(=O)([O-])[O-].[K+].[K+]. The catalyst is CN(C=O)C. The product is [Cl:10][C:11]1[C:12]([C:17]([F:19])([F:18])[F:20])=[N:13][N:14]([CH:2]2[CH2:8][CH2:7][CH2:6][CH2:5][O:4][C:3]2=[O:9])[C:15]=1[CH3:16]. The yield is 0.200. (6) The reactants are F[C:2]1[CH:9]=[CH:8][C:5]([CH:6]=[O:7])=[C:4]([C:10]([F:13])([F:12])[F:11])[CH:3]=1.[NH:14]1[CH2:19][CH2:18][O:17][CH2:16][CH2:15]1.C(=O)([O-])[O-].[K+].[K+].CS(C)=O. The catalyst is O. The product is [N:14]1([C:2]2[CH:9]=[CH:8][C:5]([CH:6]=[O:7])=[C:4]([C:10]([F:13])([F:12])[F:11])[CH:3]=2)[CH2:19][CH2:18][O:17][CH2:16][CH2:15]1. The yield is 0.740.